From a dataset of Peptide-MHC class II binding affinity with 134,281 pairs from IEDB. Regression. Given a peptide amino acid sequence and an MHC pseudo amino acid sequence, predict their binding affinity value. This is MHC class II binding data. (1) The peptide sequence is KKNIIALLIIPPKIH. The MHC is DRB1_0802 with pseudo-sequence DRB1_0802. The binding affinity (normalized) is 0.533. (2) The peptide sequence is EVIPTAFSIGKTYKP. The MHC is DRB3_0101 with pseudo-sequence DRB3_0101. The binding affinity (normalized) is 0.155.